Dataset: Catalyst prediction with 721,799 reactions and 888 catalyst types from USPTO. Task: Predict which catalyst facilitates the given reaction. Reactant: [F:1][CH:2]([F:12])[C:3]([N:5]=[C:6]1[CH:11]=[CH:10][CH:9]=[CH:8][NH:7]1)=[O:4].[Cl:13][C:14]1[CH:19]=[CH:18][C:17]([CH2:20]Cl)=[CH:16][N:15]=1.C(=O)([O-])[O-].[K+].[K+]. Product: [Cl:13][C:14]1[N:15]=[CH:16][C:17]([CH2:20][N:7]2[CH:8]=[CH:9][CH:10]=[CH:11][C:6]2=[N:5][C:3](=[O:4])[CH:2]([F:1])[F:12])=[CH:18][CH:19]=1. The catalyst class is: 10.